This data is from Reaction yield outcomes from USPTO patents with 853,638 reactions. The task is: Predict the reaction yield, written as a fraction of the theoretical maximum amount of product (1.0 means a 100% yield; for example, 0.34 means a 34% yield). The reactants are [Cl:1][C:2]1[CH:3]=[C:4]([CH:7]=[CH:8][CH:9]=1)[CH:5]=[CH2:6].C[N+]1([O-])CC[O:14]CC1.C1C=C(Cl)C=C(C(OO)=O)C=1. The catalyst is C(Cl)Cl. The product is [Cl:1][C:2]1[CH:3]=[C:4]([CH:7]=[CH:8][CH:9]=1)[C@H:5]1[O:14][CH2:6]1. The yield is 0.860.